This data is from Reaction yield outcomes from USPTO patents with 853,638 reactions. The task is: Predict the reaction yield, written as a fraction of the theoretical maximum amount of product (1.0 means a 100% yield; for example, 0.34 means a 34% yield). (1) The reactants are C([S:4][CH:5]1[CH2:10][CH2:9][N:8]([C:11]2[S:12][CH:13]=[C:14]([C:16]([O:18][CH2:19][CH3:20])=[O:17])[N:15]=2)[CH2:7][CH2:6]1)(=O)C.C(O)(=O)C.NN.C1(P(O[C:42]2[C@H:43]([CH3:66])[C@H:44]3[C@@H:61]([C@H:62]([OH:64])[CH3:63])[C:60](=[O:65])[N:45]3[C:46]=2[C:47]([O:49][CH2:50][C:51]2[CH:56]=[CH:55][C:54]([N+:57]([O-:59])=[O:58])=[CH:53][CH:52]=2)=[O:48])(C2C=CC=CC=2)=O)C=CC=CC=1.C(N(C(C)C)CC)(C)C.C(=O)([O-])O.[Na+]. The catalyst is CN(C)C=O.C(#N)C.C(OCC)(=O)C. The product is [CH2:19]([O:18][C:16]([C:14]1[N:15]=[C:11]([N:8]2[CH2:7][CH2:6][CH:5]([S:4][C:42]3[C@H:43]([CH3:66])[C@@H:44]4[C@@H:61]([C@H:62]([OH:64])[CH3:63])[C:60](=[O:65])[N:45]4[C:46]=3[C:47]([O:49][CH2:50][C:51]3[CH:56]=[CH:55][C:54]([N+:57]([O-:59])=[O:58])=[CH:53][CH:52]=3)=[O:48])[CH2:10][CH2:9]2)[S:12][CH:13]=1)=[O:17])[CH3:20]. The yield is 0.380. (2) The reactants are Cl.O1CCOCC1.C(OC([NH:15][C:16]1[CH:17]=[CH:18][C:19]([C:22]2[N:26]([C:27]3[CH:28]=[N:29][CH:30]=[CH:31][CH:32]=3)[N:25]=[C:24]([C:33]([N:35]3[CH2:40][CH2:39][C:38]([F:42])([F:41])[CH2:37][CH2:36]3)=[O:34])[CH:23]=2)=[N:20][CH:21]=1)=O)(C)(C)C. The catalyst is ClCCl. The product is [NH2:15][C:16]1[CH:17]=[CH:18][C:19]([C:22]2[N:26]([C:27]3[CH:28]=[N:29][CH:30]=[CH:31][CH:32]=3)[N:25]=[C:24]([C:33]([N:35]3[CH2:36][CH2:37][C:38]([F:42])([F:41])[CH2:39][CH2:40]3)=[O:34])[CH:23]=2)=[N:20][CH:21]=1. The yield is 0.700. (3) The reactants are Br[CH2:2][CH2:3][CH2:4][CH2:5][CH2:6][CH2:7][CH2:8][CH2:9][CH2:10][CH2:11][CH2:12][CH2:13][CH2:14][CH3:15].[CH3:16][C:17]1[CH:22]=[CH:21][CH:20]=[C:19]([CH3:23])[C:18]=1[OH:24].C([O-])([O-])=O.[K+].[K+]. The catalyst is CC#N. The product is [CH2:2]([O:24][C:18]1[C:19]([CH3:23])=[CH:20][CH:21]=[CH:22][C:17]=1[CH3:16])[CH2:3][CH2:4][CH2:5][CH2:6][CH2:7][CH2:8][CH2:9][CH2:10][CH2:11][CH2:12][CH2:13][CH2:14][CH3:15]. The yield is 0.993. (4) The reactants are C([O:8][C@H:9]1[C@H:14]([O:15][CH2:16][C:17]2[CH:22]=[CH:21][CH:20]=[CH:19][CH:18]=2)[C@@H:13]([O:23][CH2:24][C:25]2[CH:30]=[CH:29][CH:28]=[CH:27][CH:26]=2)[C@@:12]([C:33]2[CH:38]=[CH:37][C:36]([Cl:39])=[C:35]([CH2:40][C:41]3[CH:46]=[CH:45][C:44]([O:47][CH2:48][CH3:49])=[CH:43][CH:42]=3)[CH:34]=2)([O:31]C)[O:11][C:10]1([CH2:52]O)[CH2:50][OH:51])C1C=CC=CC=1.O.[C:55]1([CH3:65])[CH:60]=[CH:59][C:58](S(O)(=O)=O)=[CH:57][CH:56]=1. The catalyst is ClCCl. The product is [CH2:65]([O:8][C@H:9]1[C@H:14]([O:15][CH2:16][C:17]2[CH:18]=[CH:19][CH:20]=[CH:21][CH:22]=2)[C@@H:13]([O:23][CH2:24][C:25]2[CH:30]=[CH:29][CH:28]=[CH:27][CH:26]=2)[C@:12]2([C:33]3[CH:38]=[CH:37][C:36]([Cl:39])=[C:35]([CH2:40][C:41]4[CH:46]=[CH:45][C:44]([O:47][CH2:48][CH3:49])=[CH:43][CH:42]=4)[CH:34]=3)[O:11][C@@:10]1([CH2:50][OH:51])[CH2:52][O:31]2)[C:55]1[CH:60]=[CH:59][CH:58]=[CH:57][CH:56]=1. The yield is 0.445. (5) The reactants are [N:1]([C:4]1[N:12]=[C:11]2[C:7]([N:8]=[CH:9][N:10]2[C@@H:13]2[O:26][C@:25]([CH3:37])([CH2:27][O:28][C:29](=[O:36])[C:30]3[CH:35]=[CH:34][CH:33]=[CH:32][CH:31]=3)[C@@H:15]([O:16][C:17](=[O:24])[C:18]3[CH:23]=[CH:22][CH:21]=[CH:20][CH:19]=3)[C@@H:14]2[F:38])=[C:6]([N:39]=[N+]=[N-])[N:5]=1)=[N+]=[N-]. The catalyst is [Pd].CCO.CC(N(C)C)=O. The product is [NH2:1][C:4]1[N:12]=[C:11]2[C:7]([N:8]=[CH:9][N:10]2[C@@H:13]2[O:26][C@:25]([CH3:37])([CH2:27][O:28][C:29](=[O:36])[C:30]3[CH:31]=[CH:32][CH:33]=[CH:34][CH:35]=3)[C@@H:15]([O:16][C:17](=[O:24])[C:18]3[CH:23]=[CH:22][CH:21]=[CH:20][CH:19]=3)[C@@H:14]2[F:38])=[C:6]([NH2:39])[N:5]=1. The yield is 0.870. (6) The reactants are [CH3:1][C:2]1[C:6]2[C:7](=[O:19])[N:8]([CH2:11][CH2:12][N:13]3[CH2:18][CH2:17][O:16][CH2:15][CH2:14]3)[CH2:9][CH2:10][C:5]=2[NH:4][C:3]=1[CH:20]=O.[F:22][C:23]1[CH:24]=[C:25]2[C:29](=[CH:30][C:31]=1[NH:32][C:33](=[O:37])[CH2:34][O:35][CH3:36])[NH:28][C:27](=[O:38])[CH2:26]2. The product is [F:22][C:23]1[CH:24]=[C:25]2[C:29](=[CH:30][C:31]=1[NH:32][C:33](=[O:37])[CH2:34][O:35][CH3:36])[NH:28][C:27](=[O:38])[C:26]2=[CH:20][C:3]1[NH:4][C:5]2[CH2:10][CH2:9][N:8]([CH2:11][CH2:12][N:13]3[CH2:14][CH2:15][O:16][CH2:17][CH2:18]3)[C:7](=[O:19])[C:6]=2[C:2]=1[CH3:1]. No catalyst specified. The yield is 0.844. (7) The reactants are [CH2:1]([O:8][C:9]1[CH:15]=[C:14]([Br:16])[CH:13]=[C:12]([N+:17]([O-:19])=[O:18])[C:10]=1[NH2:11])[C:2]1[CH:7]=[CH:6][CH:5]=[CH:4][CH:3]=1.[F:20][C:21]([F:32])([F:31])[C:22](O[C:22](=[O:23])[C:21]([F:32])([F:31])[F:20])=[O:23]. The catalyst is O1CCOCC1. The product is [CH2:1]([O:8][C:9]1[CH:15]=[C:14]([Br:16])[CH:13]=[C:12]([N+:17]([O-:19])=[O:18])[C:10]=1[NH:11][C:22](=[O:23])[C:21]([F:32])([F:31])[F:20])[C:2]1[CH:7]=[CH:6][CH:5]=[CH:4][CH:3]=1. The yield is 0.830. (8) The reactants are CS(O)(=O)=O.[NH2:6][C:7]1[N:12]=[C:11]([NH:13][C:14](=[O:19])[CH:15]=[C:16]([CH3:18])[CH3:17])[CH:10]=[CH:9][CH:8]=1.[Al+3].[Cl-].[Cl-].[Cl-].[OH-].[Na+]. The catalyst is ClCCl. The product is [NH2:6][C:7]1[N:12]=[C:11]2[C:10]([C:16]([CH3:17])([CH3:18])[CH2:15][C:14](=[O:19])[NH:13]2)=[CH:9][CH:8]=1. The yield is 0.630. (9) The reactants are C(OC([N:8]1[C:16]2[C:11](=[CH:12][C:13]([O:17][CH:18]3[CH2:23][CH2:22][CH:21]([C:24]([CH3:27])([CH3:26])[CH3:25])[CH2:20][CH2:19]3)=[CH:14][CH:15]=2)[CH2:10][CH2:9]1)=O)(C)(C)C.Cl.O1CCOCC1. The catalyst is C1COCC1. The product is [C:24]([C@H:21]1[CH2:22][CH2:23][C@H:18]([O:17][C:13]2[CH:12]=[C:11]3[C:16](=[CH:15][CH:14]=2)[NH:8][CH2:9][CH2:10]3)[CH2:19][CH2:20]1)([CH3:27])([CH3:25])[CH3:26]. The yield is 0.990. (10) The reactants are [O:1]=[C:2]1[CH2:7][CH2:6][N:5]([C:8]2[CH:13]=[CH:12][C:11]([N:14]3[CH2:18][C@H:17]([CH2:19][NH:20][C:21](=[O:23])[CH3:22])[O:16][C:15]3=[O:24])=[CH:10][CH:9]=2)[CH2:4][CH2:3]1.[CH2:25](O)[CH2:26][OH:27].C1(C)C=CC(S(O)(=O)=O)=CC=1. The catalyst is C1(C)C=CC=CC=1. The product is [O:27]1[C:2]2([CH2:7][CH2:6][N:5]([C:8]3[CH:9]=[CH:10][C:11]([N:14]4[CH2:18][C@H:17]([CH2:19][NH:20][C:21](=[O:23])[CH3:22])[O:16][C:15]4=[O:24])=[CH:12][CH:13]=3)[CH2:4][CH2:3]2)[O:1][CH2:25][CH2:26]1. The yield is 0.690.